From a dataset of Forward reaction prediction with 1.9M reactions from USPTO patents (1976-2016). Predict the product of the given reaction. (1) Given the reactants O.Cl.[NH:3]1[CH2:8][CH2:7][C:6](=[O:9])[CH2:5][CH2:4]1.C(N(CC)CC)C.[F:17][C:18]([F:29])([F:28])[C:19](O[C:19](=[O:20])[C:18]([F:29])([F:28])[F:17])=[O:20], predict the reaction product. The product is: [F:17][C:18]([F:29])([F:28])[C:19]([N:3]1[CH2:8][CH2:7][C:6](=[O:9])[CH2:5][CH2:4]1)=[O:20]. (2) Given the reactants [CH2:1]([NH2:4])[C:2]#[CH:3].[F:5][C:6]([F:20])([F:19])[O:7][C:8]1[CH:18]=[CH:17][C:11]2[N:12]=[C:13](NN)[S:14][C:10]=2[CH:9]=1.O=S(Cl)Cl, predict the reaction product. The product is: [CH2:1]([NH:4][C:13]1[S:14][C:10]2[CH:9]=[C:8]([O:7][C:6]([F:20])([F:5])[F:19])[CH:18]=[CH:17][C:11]=2[N:12]=1)[C:2]#[CH:3]. (3) Given the reactants Cl[C:2]1[CH:3]=[CH:4][C:5]2[N:6]([C:8]([C:11]3[CH:16]=[CH:15][C:14]([Cl:17])=[CH:13][CH:12]=3)=[CH:9][N:10]=2)[N:7]=1.C([O-])([O-])=O.[K+].[K+].B([C:27]1[CH:35]=[CH:34][C:30]([C:31]([OH:33])=[O:32])=[C:29]([CH3:36])[CH:28]=1)(O)O, predict the reaction product. The product is: [Cl:17][C:14]1[CH:15]=[CH:16][C:11]([C:8]2[N:6]3[N:7]=[C:2]([C:27]4[CH:35]=[CH:34][C:30]([C:31]([OH:33])=[O:32])=[C:29]([CH3:36])[CH:28]=4)[CH:3]=[CH:4][C:5]3=[N:10][CH:9]=2)=[CH:12][CH:13]=1. (4) Given the reactants [NH2:1][C:2]1[CH:19]=[CH:18][C:5]2[N:6]=[C:7]([NH:9][C:10](=[O:17])[C:11]3[CH:16]=[CH:15][CH:14]=[CH:13][CH:12]=3)[S:8][C:4]=2[CH:3]=1.Cl[C:21]1[N:26]=[C:25]([N:27]2[CH2:32][CH2:31][N:30]([CH3:33])[CH2:29][CH2:28]2)[CH:24]=[CH:23][N:22]=1.CN(C)C=O.ClCCl, predict the reaction product. The product is: [CH3:33][N:30]1[CH2:29][CH2:28][N:27]([C:25]2[CH:24]=[CH:23][N:22]=[C:21]([NH:1][C:2]3[CH:19]=[CH:18][C:5]4[N:6]=[C:7]([NH:9][C:10](=[O:17])[C:11]5[CH:16]=[CH:15][CH:14]=[CH:13][CH:12]=5)[S:8][C:4]=4[CH:3]=3)[N:26]=2)[CH2:32][CH2:31]1. (5) Given the reactants [S:1]1[C:5]2[CH:6]=[CH:7][CH:8]=[CH:9][C:4]=2[N:3]=[C:2]1[NH:10][C:11]([C:13]1[CH:14]=[CH:15][CH:16]=[C:17]2[C:22]=1[CH2:21][N:20]([C:23]1[S:24][C:25]([CH2:31][CH2:32][CH2:33][O:34][C:35]3[CH:40]=[CH:39][C:38](C4C(C#N)=CSC=4)=[CH:37][CH:36]=3)=[C:26]([C:28]([OH:30])=[O:29])[N:27]=1)[CH2:19][CH2:18]2)=[O:12].[O:48]1[CH2:53][CH2:52][N:51](C2C=CC(O)=CC=2)[CH2:50][CH2:49]1, predict the reaction product. The product is: [S:1]1[C:5]2[CH:4]=[CH:9][CH:8]=[CH:7][C:6]=2[N:3]=[C:2]1[NH:10][C:11]([C:13]1[CH:14]=[CH:15][CH:16]=[C:17]2[C:22]=1[CH2:21][N:20]([C:23]1[S:24][C:25]([CH2:31][CH2:32][CH2:33][O:34][C:35]3[CH:40]=[CH:39][C:38]([N:51]4[CH2:52][CH2:53][O:48][CH2:49][CH2:50]4)=[CH:37][CH:36]=3)=[C:26]([C:28]([OH:30])=[O:29])[N:27]=1)[CH2:19][CH2:18]2)=[O:12]. (6) Given the reactants [Cl:1][C:2]1[CH:3]=[C:4]2[C:8](=[CH:9][CH:10]=1)[NH:7][C:6](=[O:11])[C:5]2=[O:12].CN(C)C=O.Br[CH2:19][C:20]([O:22][CH3:23])=[O:21], predict the reaction product. The product is: [Cl:1][C:2]1[CH:3]=[C:4]2[C:8](=[CH:9][CH:10]=1)[N:7]([CH2:19][C:20]([O:22][CH3:23])=[O:21])[C:6](=[O:11])[C:5]2=[O:12]. (7) Given the reactants [NH2:1][C:2]1[N:11]=[CH:10][C:9]2[C:8](SC)=[N:7][CH:6]=[N:5][C:4]=2[CH:3]=1.[NH2:14][C:15]1[CH:16]=[C:17]([OH:21])[CH:18]=[CH:19][CH:20]=1, predict the reaction product. The product is: [NH2:1][C:2]1[N:11]=[CH:10][C:9]2[C:8]([NH:14][C:15]3[CH:20]=[CH:19][CH:18]=[C:17]([OH:21])[CH:16]=3)=[N:7][CH:6]=[N:5][C:4]=2[CH:3]=1. (8) Given the reactants Cl.C(OC(=O)[NH:8][CH2:9][C:10]1[C:11]([CH2:25][OH:26])=[N:12][C:13]([NH:17]C(OC(C)(C)C)=O)=[CH:14][C:15]=1[CH3:16])(C)(C)C, predict the reaction product. The product is: [NH2:17][C:13]1[N:12]=[C:11]([CH2:25][OH:26])[C:10]([CH2:9][NH2:8])=[C:15]([CH3:16])[CH:14]=1.